Dataset: Tox21: 12 toxicity assays (nuclear receptors and stress response pathways). Task: Binary classification across 12 toxicity assays. (1) The molecule is CC(=O)OC(C)(C)C1CC=C(C)CC1. It tested positive (active) for: NR-ER (Estrogen Receptor agonist activity). (2) The molecule is CCCCCCCCCC(=O)O[C@H]1CC[C@H]2[C@@H]3CCC4=CC(=O)CC[C@@H]4[C@H]3CC[C@]12C. It tested positive (active) for: NR-AR (Androgen Receptor agonist activity), NR-AR-LBD (Androgen Receptor Ligand Binding Domain agonist), NR-ER (Estrogen Receptor agonist activity), and NR-ER-LBD (Estrogen Receptor Ligand Binding Domain agonist). (3) The drug is CCCCCCCCCCCCCC[P+](CCCC)(CCCC)CCCC.CCCCCCCCCCCCc1ccccc1S(=O)(=O)[O-]. It tested positive (active) for: SR-HSE (Heat Shock Element response), SR-MMP (Mitochondrial Membrane Potential disruption), and SR-p53 (p53 tumor suppressor activation).